This data is from Forward reaction prediction with 1.9M reactions from USPTO patents (1976-2016). The task is: Predict the product of the given reaction. (1) Given the reactants [OH:1][C:2]1[C:11]2[C:6](=[N:7][CH:8]=[CH:9][CH:10]=2)[N:5]([CH2:12][CH2:13][CH:14]([CH3:16])[CH3:15])[C:4](=[O:17])[C:3]=1[C:18]1[NH:23][C:22]2[CH:24]=[CH:25][C:26]([NH:28][S:29]([NH:32][C:33]3[CH:34]=[C:35]([CH:41]=[CH:42][CH:43]=3)[C:36](OCC)=[O:37])(=[O:31])=[O:30])=[CH:27][C:21]=2[S:20](=[O:45])(=[O:44])[N:19]=1.[OH-].[NH4+:47], predict the reaction product. The product is: [OH:1][C:2]1[C:11]2[C:6](=[N:7][CH:8]=[CH:9][CH:10]=2)[N:5]([CH2:12][CH2:13][CH:14]([CH3:16])[CH3:15])[C:4](=[O:17])[C:3]=1[C:18]1[NH:23][C:22]2[CH:24]=[CH:25][C:26]([NH:28][S:29]([NH:32][C:33]3[CH:34]=[C:35]([CH:41]=[CH:42][CH:43]=3)[C:36]([NH2:47])=[O:37])(=[O:31])=[O:30])=[CH:27][C:21]=2[S:20](=[O:45])(=[O:44])[N:19]=1. (2) Given the reactants [C:1]([O:5][C:6]([NH:8][C:9]([CH3:38])([CH2:31][C:32]1[CH:37]=[CH:36][CH:35]=[CH:34][CH:33]=1)[CH2:10][O:11][CH2:12][C:13]1[CH:14]=[C:15]([CH:21]=[C:22]([C:24]2([C:29]#[N:30])[CH2:28][CH2:27][CH2:26][CH2:25]2)[CH:23]=1)[C:16]([O:18]CC)=[O:17])=[O:7])([CH3:4])([CH3:3])[CH3:2].O[Li].O, predict the reaction product. The product is: [C:1]([O:5][C:6]([NH:8][C:9]([CH3:38])([CH2:31][C:32]1[CH:33]=[CH:34][CH:35]=[CH:36][CH:37]=1)[CH2:10][O:11][CH2:12][C:13]1[CH:14]=[C:15]([CH:21]=[C:22]([C:24]2([C:29]#[N:30])[CH2:28][CH2:27][CH2:26][CH2:25]2)[CH:23]=1)[C:16]([OH:18])=[O:17])=[O:7])([CH3:4])([CH3:2])[CH3:3]. (3) The product is: [CH2:1]([N:3]1[C:12]2[C:7](=[CH:8][C:9]([F:30])=[C:10]([N:14]3[CH2:15][CH2:16][N:17]([CH2:20][C:21]([C:23]4[CH:24]=[CH:25][C:26]([F:29])=[CH:27][CH:28]=4)=[N:36][OH:37])[CH2:18][CH2:19]3)[C:11]=2[F:13])[C:6](=[O:31])[C:5]([C:32]([OH:34])=[O:33])=[CH:4]1)[CH3:2]. Given the reactants [CH2:1]([N:3]1[C:12]2[C:7](=[CH:8][C:9]([F:30])=[C:10]([N:14]3[CH2:19][CH2:18][N:17]([CH2:20][C:21]([C:23]4[CH:28]=[CH:27][C:26]([F:29])=[CH:25][CH:24]=4)=O)[CH2:16][CH2:15]3)[C:11]=2[F:13])[C:6](=[O:31])[C:5]([C:32]([OH:34])=[O:33])=[CH:4]1)[CH3:2].Cl.[NH2:36][OH:37], predict the reaction product. (4) Given the reactants O[CH2:2][CH:3]([C:13]1[C:18]([OH:19])=[C:17]([CH3:20])[C:16]([CH3:21])=[CH:15][CH:14]=1)[C:4]1[CH:9]=[CH:8][C:7]([CH:10]([CH3:12])[CH3:11])=[CH:6][CH:5]=1, predict the reaction product. The product is: [CH:10]([C:7]1[CH:8]=[CH:9][C:4]([CH:3]2[C:13]3[CH:14]=[CH:15][C:16]([CH3:21])=[C:17]([CH3:20])[C:18]=3[O:19][CH2:2]2)=[CH:5][CH:6]=1)([CH3:12])[CH3:11]. (5) Given the reactants [Cl:1][C:2]1[CH:3]=[C:4]([C:8]2[N:12]3[N:13]=[C:14]([NH:17][C@H:18]4[CH2:23][CH2:22][C@H:21]([NH2:24])[CH2:20][CH2:19]4)[CH:15]=[CH:16][C:11]3=[N:10][CH:9]=2)[CH:5]=[CH:6][CH:7]=1.[CH:25](OCC)=[O:26], predict the reaction product. The product is: [Cl:1][C:2]1[CH:3]=[C:4]([C:8]2[N:12]3[N:13]=[C:14]([NH:17][C@H:18]4[CH2:23][CH2:22][C@H:21]([NH:24][CH:25]=[O:26])[CH2:20][CH2:19]4)[CH:15]=[CH:16][C:11]3=[N:10][CH:9]=2)[CH:5]=[CH:6][CH:7]=1. (6) Given the reactants [OH:1][CH2:2][CH2:3][C:4]([CH3:9])([CH3:8])[C:5]([O-:7])=[O:6].[K+].[CH2:11](I)[CH3:12], predict the reaction product. The product is: [CH2:11]([O:6][C:5](=[O:7])[C:4]([CH3:9])([CH3:8])[CH2:3][CH2:2][OH:1])[CH3:12].